From a dataset of Full USPTO retrosynthesis dataset with 1.9M reactions from patents (1976-2016). Predict the reactants needed to synthesize the given product. The reactants are: [C@@H:1]12[CH2:6][C@@H:5]1[CH2:4][NH:3][C@@H:2]2[CH2:7][NH:8][C:9]([C:11]1[C:20]2[O:19][CH2:18][CH2:17][O:16][C:15]=2[CH:14]=[CH:13][CH:12]=1)=[O:10].[Br:21][C:22]1[CH:30]=[CH:29][C:28]([CH3:31])=[CH:27][C:23]=1[C:24](O)=[O:25]. Given the product [Br:21][C:22]1[CH:30]=[CH:29][C:28]([CH3:31])=[CH:27][C:23]=1[C:24]([N:3]1[CH2:4][C@@H:5]2[C@@H:1]([CH2:6]2)[C@H:2]1[CH2:7][NH:8][C:9]([C:11]1[C:20]2[O:19][CH2:18][CH2:17][O:16][C:15]=2[CH:14]=[CH:13][CH:12]=1)=[O:10])=[O:25], predict the reactants needed to synthesize it.